From a dataset of Reaction yield outcomes from USPTO patents with 853,638 reactions. Predict the reaction yield, written as a fraction of the theoretical maximum amount of product (1.0 means a 100% yield; for example, 0.34 means a 34% yield). (1) The reactants are [CH3:1][N:2]([C@@H:10]([CH3:49])[C:11]([NH:13][C@@H:14]1[C:20](=[O:21])[N:19]([CH2:22][C:23]2[C:32]3[C:27](=[CH:28][CH:29]=[CH:30][CH:31]=3)[CH:26]=[CH:25][C:24]=2[CH3:33])[C:18]2[CH:34]=[CH:35][CH:36]=[CH:37][C:17]=2[N:16]([C:38](=[O:48])[C:39]2[CH:44]=[CH:43][C:42]([N+:45]([O-:47])=[O:46])=[CH:41][CH:40]=2)[CH2:15]1)=[O:12])C(=O)OC(C)(C)C.[ClH:50]. The catalyst is O1CCOCC1. The product is [ClH:50].[CH3:1][NH:2][C@@H:10]([CH3:49])[C:11]([NH:13][C@@H:14]1[C:20](=[O:21])[N:19]([CH2:22][C:23]2[C:32]3[C:27](=[CH:28][CH:29]=[CH:30][CH:31]=3)[CH:26]=[CH:25][C:24]=2[CH3:33])[C:18]2[CH:34]=[CH:35][CH:36]=[CH:37][C:17]=2[N:16]([C:38](=[O:48])[C:39]2[CH:40]=[CH:41][C:42]([N+:45]([O-:47])=[O:46])=[CH:43][CH:44]=2)[CH2:15]1)=[O:12]. The yield is 0.960. (2) The reactants are C(OP([CH2:9][C:10]1[CH:15]=[CH:14][C:13]([N+:16]([O-:18])=[O:17])=[CH:12][CH:11]=1)(=O)OCC)C.[Cl:19][C:20]1[CH:27]=[CH:26][C:23]([CH:24]=O)=[CH:22][CH:21]=1. No catalyst specified. The product is [Cl:19][C:20]1[CH:27]=[CH:26][C:23]([CH:24]=[CH:9][C:10]2[CH:11]=[CH:12][C:13]([N+:16]([O-:18])=[O:17])=[CH:14][CH:15]=2)=[CH:22][CH:21]=1. The yield is 0.950. (3) The reactants are [CH3:1][CH:2]1[CH2:7][C:6](OS(C(F)(F)F)(=O)=O)=[CH:5][CH2:4][N:3]1[C:16]([O:18][C:19]([CH3:22])([CH3:21])[CH3:20])=[O:17].[CH3:23][C:24]1[CH:33]=[CH:32][C:31]2[C:26](=[CH:27][CH:28]=[CH:29][C:30]=2B2OC(C)(C)C(C)(C)O2)[N:25]=1.C([O-])(=O)C.[K+]. The catalyst is CN(C=O)C. The product is [CH3:1][CH:2]1[N:3]([C:16]([O:18][C:19]([CH3:22])([CH3:21])[CH3:20])=[O:17])[CH2:4][CH2:5][C:6]([C:30]2[CH:29]=[CH:28][CH:27]=[C:26]3[C:31]=2[CH:32]=[CH:33][C:24]([CH3:23])=[N:25]3)=[CH:7]1. The yield is 0.450. (4) The reactants are [C:1]([O:5][C:6]([N:8]1[CH2:12][CH2:11][S:10][CH:9]1[C:13]([OH:15])=O)=[O:7])([CH3:4])([CH3:3])[CH3:2].C(N1C=CN=C1)(N1C=CN=C1)=O.[N+:28]([C:31]1[CH:38]=[CH:37][C:34]([CH2:35][NH2:36])=[CH:33][CH:32]=1)([O-:30])=[O:29].C(N(CC)CC)C. The catalyst is C1COCC1.CN(C=O)C. The product is [N+:28]([C:31]1[CH:32]=[CH:33][C:34]([CH2:35][NH:36][C:13]([CH:9]2[N:8]([C:6]([O:5][C:1]([CH3:2])([CH3:3])[CH3:4])=[O:7])[CH2:12][CH2:11][S:10]2)=[O:15])=[CH:37][CH:38]=1)([O-:30])=[O:29]. The yield is 0.800.